The task is: Predict the reactants needed to synthesize the given product.. This data is from Full USPTO retrosynthesis dataset with 1.9M reactions from patents (1976-2016). Given the product [CH2:22]([C@H:21]([NH:29][C:30]([NH:51][C:43]1[CH:44]=[CH:45][C:68]([C:66]2[CH:65]=[CH:75][CH:70]=[CH:71][CH:67]=2)=[CH:41][CH:42]=1)=[O:32])[CH2:20][CH2:19][CH2:18][NH:10][CH2:11][CH2:12][N:13]1[CH2:14][CH2:15][CH2:16][CH2:17]1)[C:23]1[CH:24]=[CH:25][CH:26]=[CH:27][CH:28]=1, predict the reactants needed to synthesize it. The reactants are: C(OC(=O)[N:10]([CH2:18][CH2:19][CH2:20][C@@H:21]([NH:29][C:30]([O:32]C(C)(C)C)=O)[CH2:22][C:23]1[CH:28]=[CH:27][CH:26]=[CH:25][CH:24]=1)[CH2:11][CH2:12][N:13]1[CH2:17][CH2:16][CH2:15][CH2:14]1)C1C=CC=CC=1.COC(=O)[CH2:41][CH2:42][C@@H:43]([NH:51]C(OC(C)(C)C)=O)[CH2:44][C:45]1C=CC=CC=1.[CH3:65][CH:66]([CH2:68][AlH][CH2:65][CH:66]([CH3:68])[CH3:67])[CH3:67].Cl.[C:70]1(C)[CH:75]=CC=C[CH:71]=1.